Dataset: NCI-60 drug combinations with 297,098 pairs across 59 cell lines. Task: Regression. Given two drug SMILES strings and cell line genomic features, predict the synergy score measuring deviation from expected non-interaction effect. (1) Drug 1: C1=NC(=NC(=O)N1C2C(C(C(O2)CO)O)O)N. Drug 2: C(CCl)NC(=O)N(CCCl)N=O. Cell line: TK-10. Synergy scores: CSS=13.0, Synergy_ZIP=-1.95, Synergy_Bliss=-0.228, Synergy_Loewe=2.83, Synergy_HSA=1.07. (2) Drug 1: C#CCC(CC1=CN=C2C(=N1)C(=NC(=N2)N)N)C3=CC=C(C=C3)C(=O)NC(CCC(=O)O)C(=O)O. Drug 2: CN(CC1=CN=C2C(=N1)C(=NC(=N2)N)N)C3=CC=C(C=C3)C(=O)NC(CCC(=O)O)C(=O)O. Cell line: SK-MEL-28. Synergy scores: CSS=22.9, Synergy_ZIP=-4.98, Synergy_Bliss=0.781, Synergy_Loewe=-2.35, Synergy_HSA=-1.86.